Predict the product of the given reaction. From a dataset of Forward reaction prediction with 1.9M reactions from USPTO patents (1976-2016). (1) Given the reactants [CH2:1]([N:4]1[C:8](=[O:9])[NH:7][N:6]=[C:5]1[CH2:10][O:11][C:12]([C:25]1[CH:30]=[CH:29][CH:28]=[CH:27][CH:26]=1)([C:19]1[CH:24]=[CH:23][CH:22]=[CH:21][CH:20]=1)[C:13]1[CH:18]=[CH:17][CH:16]=[CH:15][CH:14]=1)[CH2:2][CH3:3].[C:31]([C:35]1[CH:42]=[CH:41][C:38]([CH2:39]Br)=[CH:37][CH:36]=1)([CH3:34])([CH3:33])[CH3:32].C(=O)([O-])[O-].[K+].[K+].O, predict the reaction product. The product is: [C:31]([C:35]1[CH:36]=[CH:37][C:38]([CH2:39][N:7]2[C:8](=[O:9])[N:4]([CH2:1][CH2:2][CH3:3])[C:5]([CH2:10][O:11][C:12]([C:25]3[CH:30]=[CH:29][CH:28]=[CH:27][CH:26]=3)([C:19]3[CH:20]=[CH:21][CH:22]=[CH:23][CH:24]=3)[C:13]3[CH:18]=[CH:17][CH:16]=[CH:15][CH:14]=3)=[N:6]2)=[CH:41][CH:42]=1)([CH3:34])([CH3:32])[CH3:33]. (2) Given the reactants [N+:1]([C:4]1[CH:9]=[CH:8][CH:7]=[CH:6][C:5]=1[NH:10][C:11]1[C:12]([C:17]2[CH:22]=[CH:21][CH:20]=[CH:19][CH:18]=2)=[CH:13][CH:14]=[CH:15][CH:16]=1)([O-])=O.[H][H], predict the reaction product. The product is: [C:12]1([C:17]2[CH:18]=[CH:19][CH:20]=[CH:21][CH:22]=2)[CH:13]=[CH:14][CH:15]=[CH:16][C:11]=1[NH:10][C:5]1[C:4]([NH2:1])=[CH:9][CH:8]=[CH:7][CH:6]=1. (3) Given the reactants [NH2:1][C@H:2]([C:11]([OH:13])=[O:12])[CH2:3][C:4]1[CH:9]=[CH:8][C:7]([OH:10])=[CH:6][CH:5]=1.P([O-])([O-])([O-])=[O:15].[K+].[K+].[K+], predict the reaction product. The product is: [CH2:3]1[C:4]2[C:9](=[CH:8][C:7]([C:6]([CH:5]=2)=[O:15])=[O:10])[NH:1][CH:2]1[C:11]([OH:13])=[O:12]. (4) Given the reactants [N:1]1([C:7]([C:9]2[C:10]([C:29]([F:32])([F:31])[F:30])=[N:11][C:12]([N:15]3[C:24]4[C:19](=[CH:20][C:21]([C:25]([O:27]C)=[O:26])=[CH:22][CH:23]=4)[CH2:18][CH2:17][CH2:16]3)=[N:13][CH:14]=2)=[O:8])[CH2:6][CH2:5][O:4][CH2:3][CH2:2]1.CO.[OH-].[Na+].Cl, predict the reaction product. The product is: [N:1]1([C:7]([C:9]2[C:10]([C:29]([F:30])([F:31])[F:32])=[N:11][C:12]([N:15]3[C:24]4[C:19](=[CH:20][C:21]([C:25]([OH:27])=[O:26])=[CH:22][CH:23]=4)[CH2:18][CH2:17][CH2:16]3)=[N:13][CH:14]=2)=[O:8])[CH2:6][CH2:5][O:4][CH2:3][CH2:2]1. (5) Given the reactants [Br:1][C:2]1[S:3][C:4]([C:15]([OH:17])=O)=[C:5]([C:7]2[CH:12]=[CH:11][C:10]([Cl:13])=[CH:9][C:8]=2[Cl:14])[N:6]=1.C1C=[CH:20][C:21]2N(O)N=[N:24][C:22]=2C=1.Cl.CN(C)CCCN=C=NCC.C(N)C=C, predict the reaction product. The product is: [CH2:22]([NH:24][C:15]([C:4]1[S:3][C:2]([Br:1])=[N:6][C:5]=1[C:7]1[CH:12]=[CH:11][C:10]([Cl:13])=[CH:9][C:8]=1[Cl:14])=[O:17])[CH:21]=[CH2:20].